Predict which catalyst facilitates the given reaction. From a dataset of Catalyst prediction with 721,799 reactions and 888 catalyst types from USPTO. (1) Reactant: [N:1]1[C:10]2[C:5](=[CH:6][C:7]([OH:11])=[CH:8][CH:9]=2)[CH:4]=[CH:3][C:2]=1[OH:12].C([O-])([O-])=O.[Cs+].[Cs+].Cl[C:20]1[CH:25]=[CH:24][N:23]=[C:22]([C:26]([NH:28][CH3:29])=[O:27])[CH:21]=1. Product: [OH:12][C:2]1[CH:3]=[CH:4][C:5]2[C:10](=[CH:9][CH:8]=[C:7]([O:11][C:20]3[CH:25]=[CH:24][N:23]=[C:22]([C:26]([NH:28][CH3:29])=[O:27])[CH:21]=3)[CH:6]=2)[N:1]=1. The catalyst class is: 37. (2) Reactant: [CH:1]1([C@@H:4]([C:26]2[CH:31]=[CH:30][CH:29]=[CH:28][CH:27]=2)[NH:5][C:6]([C:8]2[C:17]3[C:12](=[CH:13][CH:14]=[CH:15][CH:16]=3)[N:11]=[C:10]([C:18]3[CH:23]=[CH:22][CH:21]=[CH:20][CH:19]=3)[C:9]=2[S:24][CH3:25])=[O:7])[CH2:3][CH2:2]1.C[OH:33]. Product: [CH:1]1([C@@H:4]([C:26]2[CH:27]=[CH:28][CH:29]=[CH:30][CH:31]=2)[NH:5][C:6]([C:8]2[C:17]3[C:12](=[CH:13][CH:14]=[CH:15][CH:16]=3)[N:11]=[C:10]([C:18]3[CH:19]=[CH:20][CH:21]=[CH:22][CH:23]=3)[C:9]=2[S:24]([CH3:25])=[O:33])=[O:7])[CH2:3][CH2:2]1. The catalyst class is: 6.